Dataset: Catalyst prediction with 721,799 reactions and 888 catalyst types from USPTO. Task: Predict which catalyst facilitates the given reaction. (1) Reactant: [CH3:1][C:2]1[CH:11]=[CH:10][C:9]([N:12]2[CH2:17][CH2:16][N:15](C)[CH2:14][CH2:13]2)=[C:8]2[C:3]=1[CH2:4][CH2:5][C@@H:6]([NH:19][S:20]([C:23]1[CH:32]=[CH:31][C:30]3[C:25](=[CH:26][CH:27]=[CH:28][CH:29]=3)[CH:24]=1)(=[O:22])=[O:21])[CH2:7]2.ClC(OCCCl)=O.CO. Product: [CH3:1][C:2]1[CH:11]=[CH:10][C:9]([N:12]2[CH2:13][CH2:14][NH:15][CH2:16][CH2:17]2)=[C:8]2[C:3]=1[CH2:4][CH2:5][C@@H:6]([NH:19][S:20]([C:23]1[CH:32]=[CH:31][C:30]3[C:25](=[CH:26][CH:27]=[CH:28][CH:29]=3)[CH:24]=1)(=[O:22])=[O:21])[CH2:7]2. The catalyst class is: 68. (2) Reactant: [F:1][C:2]([F:46])([F:45])[C:3]1[CH:4]=[C:5]([CH:38]=[C:39]([C:41]([F:44])([F:43])[F:42])[CH:40]=1)[C:6]([N:8]1[CH2:13][CH2:12][N:11]([CH2:14][C:15]#[C:16][CH2:17][N:18]2[CH2:23][CH2:22][O:21][CH2:20][C@H:19]2[C:24]([O:26]CC)=[O:25])[CH2:10][C@H:9]1[CH2:29][C:30]1[CH:35]=[CH:34][C:33]([CH3:36])=[C:32]([CH3:37])[CH:31]=1)=[O:7].[OH-].[Na+]. Product: [F:44][C:41]([F:42])([F:43])[C:39]1[CH:38]=[C:5]([CH:4]=[C:3]([C:2]([F:1])([F:46])[F:45])[CH:40]=1)[C:6]([N:8]1[CH2:13][CH2:12][N:11]([CH2:14][C:15]#[C:16][CH2:17][N:18]2[CH2:23][CH2:22][O:21][CH2:20][C@H:19]2[C:24]([OH:26])=[O:25])[CH2:10][C@H:9]1[CH2:29][C:30]1[CH:35]=[CH:34][C:33]([CH3:36])=[C:32]([CH3:37])[CH:31]=1)=[O:7]. The catalyst class is: 8. (3) Reactant: FC(F)(F)C(O)=O.[F:8][C:9]1[C:14]([F:15])=[CH:13][CH:12]=[CH:11][C:10]=1[C@H:16]1[CH2:22][NH:21][C:20](=[O:23])[C@H:19]([NH:24]C(=O)OC(C)(C)C)[CH2:18][CH2:17]1. Product: [NH2:24][C@@H:19]1[CH2:18][CH2:17][C@@H:16]([C:10]2[CH:11]=[CH:12][CH:13]=[C:14]([F:15])[C:9]=2[F:8])[CH2:22][NH:21][C:20]1=[O:23]. The catalyst class is: 4. (4) Reactant: Cl[C:2]1[C:7]([Cl:8])=[CH:6][C:5]([CH2:9][O:10][Si:11]([C:14]([CH3:17])([CH3:16])[CH3:15])([CH3:13])[CH3:12])=[CH:4][N:3]=1.C([O-])([O-])=O.[K+].[K+].O1CCO[CH2:26][CH2:25]1. Product: [Cl:8][C:7]1[C:2]([CH:25]=[CH2:26])=[N:3][CH:4]=[C:5]([CH2:9][O:10][Si:11]([C:14]([CH3:17])([CH3:16])[CH3:15])([CH3:13])[CH3:12])[CH:6]=1. The catalyst class is: 257.